From a dataset of Full USPTO retrosynthesis dataset with 1.9M reactions from patents (1976-2016). Predict the reactants needed to synthesize the given product. (1) Given the product [NH2:19][C:5]1[CH:6]=[C:7]([S:13]([N:16]([CH3:18])[CH3:17])(=[O:14])=[O:15])[CH:8]=[C:9]([N+:10]([O-:12])=[O:11])[C:4]=1[NH2:3], predict the reactants needed to synthesize it. The reactants are: N.S.[NH2:3][C:4]1[C:9]([N+:10]([O-:12])=[O:11])=[CH:8][C:7]([S:13]([N:16]([CH3:18])[CH3:17])(=[O:15])=[O:14])=[CH:6][C:5]=1[N+:19]([O-])=O. (2) The reactants are: [Br:1][C:2]1[CH:6]=[CH:5][O:4][C:3]=1[CH:7]=[O:8].CC(=CC)C.Cl([O-])=[O:15].[Na+].P([O-])(O)(O)=O.[Na+].Cl. Given the product [Br:1][C:2]1[CH:6]=[CH:5][O:4][C:3]=1[C:7]([OH:15])=[O:8], predict the reactants needed to synthesize it.